From a dataset of Full USPTO retrosynthesis dataset with 1.9M reactions from patents (1976-2016). Predict the reactants needed to synthesize the given product. (1) Given the product [Cl:1][C:2]1[CH:3]=[CH:4][C:5]([CH:8]([CH2:9][C:10]2[N:25]=[C:16]([OH:24])[C:17]3[C:18](=[CH:20][CH:21]=[CH:22][CH:23]=3)[N:19]=2)[CH2:14][C:13]([OH:12])=[O:15])=[CH:6][CH:7]=1, predict the reactants needed to synthesize it. The reactants are: [Cl:1][C:2]1[CH:7]=[CH:6][C:5]([CH:8]2[CH2:14][C:13](=[O:15])[O:12][C:10](=O)[CH2:9]2)=[CH:4][CH:3]=1.[C:16]([NH2:25])(=[O:24])[C:17]1[C:18](=[CH:20][CH:21]=[CH:22][CH:23]=1)[NH2:19]. (2) Given the product [Br:16][C:17]1[CH:22]=[C:21]([C:23]([F:25])([F:24])[F:26])[CH:20]=[CH:19][C:18]=1[S:27]([N:11]1[CH2:10][CH2:9][N:8]2[C:13](=[O:14])[C:5]3[CH:4]=[CH:3][C:2]([CH3:1])=[N:15][C:6]=3[CH:7]2[CH2:12]1)(=[O:29])=[O:28], predict the reactants needed to synthesize it. The reactants are: [CH3:1][C:2]1[CH:3]=[CH:4][C:5]2[C:13](=[O:14])[N:8]3[CH2:9][CH2:10][NH:11][CH2:12][CH:7]3[C:6]=2[N:15]=1.[Br:16][C:17]1[CH:22]=[C:21]([C:23]([F:26])([F:25])[F:24])[CH:20]=[CH:19][C:18]=1[S:27](Cl)(=[O:29])=[O:28].